The task is: Regression. Given a peptide amino acid sequence and an MHC pseudo amino acid sequence, predict their binding affinity value. This is MHC class I binding data.. This data is from Peptide-MHC class I binding affinity with 185,985 pairs from IEDB/IMGT. (1) The peptide sequence is KSVQHLESL. The MHC is Patr-A0401 with pseudo-sequence Patr-A0401. The binding affinity (normalized) is 0. (2) The peptide sequence is QLLALADRI. The MHC is Mamu-A70103 with pseudo-sequence Mamu-A70103. The binding affinity (normalized) is 0.538. (3) The peptide sequence is AFSLDVSEK. The MHC is HLA-A33:01 with pseudo-sequence HLA-A33:01. The binding affinity (normalized) is 0. (4) The peptide sequence is QTLQDPRVR. The MHC is HLA-A68:02 with pseudo-sequence HLA-A68:02. The binding affinity (normalized) is 0.0222. (5) The peptide sequence is LMISGDLPQ. The MHC is HLA-A29:02 with pseudo-sequence HLA-A29:02. The binding affinity (normalized) is 0.664. (6) The peptide sequence is YISQFSYKEL. The MHC is HLA-A68:02 with pseudo-sequence HLA-A68:02. The binding affinity (normalized) is 0.185.